This data is from Forward reaction prediction with 1.9M reactions from USPTO patents (1976-2016). The task is: Predict the product of the given reaction. Given the reactants [Cl:1][C:2]1[CH:3]=[C:4]([CH:33]=[C:34]([F:36])[CH:35]=1)[CH2:5][CH:6]1[C:15]2[C:10](=[CH:11][CH:12]=[C:13]([O:16][CH2:17][CH2:18][NH:19][S:20]([CH2:23][CH:24]3[CH2:26][CH2:25]3)(=[O:22])=[O:21])[CH:14]=2)[CH2:9][CH2:8][CH:7]1[NH:27][C:28](=O)OCC.[H-].[H-].[H-].[H-].[Li+].[Al+3].[OH-].[Na+].CC(O)C.Cl, predict the reaction product. The product is: [ClH:1].[Cl:1][C:2]1[CH:3]=[C:4]([CH:33]=[C:34]([F:36])[CH:35]=1)[CH2:5][CH:6]1[C:15]2[CH:14]=[C:13]([O:16][CH2:17][CH2:18][NH:19][S:20]([CH2:23][CH:24]3[CH2:26][CH2:25]3)(=[O:22])=[O:21])[CH:12]=[CH:11][C:10]=2[CH2:9][CH2:8][CH:7]1[NH:27][CH3:28].